Dataset: Reaction yield outcomes from USPTO patents with 853,638 reactions. Task: Predict the reaction yield, written as a fraction of the theoretical maximum amount of product (1.0 means a 100% yield; for example, 0.34 means a 34% yield). (1) The reactants are [Br:1][C:2]1[CH:3]=[N:4][NH:5][CH:6]=1.[CH3:7][O:8][C:9]1[CH:32]=[CH:31][C:12]([C:13](Cl)([C:22]2[CH:27]=[CH:26][C:25]([O:28][CH3:29])=[CH:24][CH:23]=2)[C:14]2[CH:19]=[CH:18][C:17]([O:20][CH3:21])=[CH:16][CH:15]=2)=[CH:11][CH:10]=1.C(N(CC)CC)C. The catalyst is CN(C=O)C. The product is [Br:1][C:2]1[CH:3]=[N:4][N:5]([C:13]([C:12]2[CH:11]=[CH:10][C:9]([O:8][CH3:7])=[CH:32][CH:31]=2)([C:22]2[CH:27]=[CH:26][C:25]([O:28][CH3:29])=[CH:24][CH:23]=2)[C:14]2[CH:19]=[CH:18][C:17]([O:20][CH3:21])=[CH:16][CH:15]=2)[CH:6]=1. The yield is 0.520. (2) The reactants are [CH3:1][C:2]1[C:10]([CH3:11])=[CH:9][C:5]2[N:6]=[CH:7][NH:8][C:4]=2[CH:3]=1.C(=O)([O-])[O-].[K+].[K+].Br[CH2:19][CH2:20][CH2:21][CH2:22][CH2:23][B:24]([OH:26])[OH:25]. The catalyst is CN(C=O)C. The product is [CH3:1][C:2]1[C:10]([CH3:11])=[CH:9][C:5]2[N:6]([CH2:19][CH2:20][CH2:21][CH2:22][CH2:23][B:24]([OH:26])[OH:25])[CH:7]=[N:8][C:4]=2[CH:3]=1. The yield is 0.140. (3) The reactants are [C:1]([C:3]1[C:8]([O:9][CH:10]2[CH2:15][CH2:14][N:13](C(OC(C)(C)C)=O)[CH2:12][CH2:11]2)=[CH:7][C:6](=[O:23])[N:5]([C:24]2[CH:25]=[N:26][C:27]([C:30]#[N:31])=[CH:28][CH:29]=2)[N:4]=1)#[N:2].[ClH:32].O1CCOCC1.CCOCC. The catalyst is C(Cl)Cl. The product is [ClH:32].[C:30]([C:27]1[N:26]=[CH:25][C:24]([N:5]2[C:6](=[O:23])[CH:7]=[C:8]([O:9][CH:10]3[CH2:15][CH2:14][NH:13][CH2:12][CH2:11]3)[C:3]([C:1]#[N:2])=[N:4]2)=[CH:29][CH:28]=1)#[N:31]. The yield is 1.00. (4) The reactants are [F:1][C:2]1[C:3]([CH:14]=[CH2:15])=[C:4]([CH:12]=[O:13])[CH:5]=[C:6]2[C:10]=1[N:9]([CH3:11])[CH:8]=[CH:7]2.[CH2:16]([Mg]Br)[CH2:17][CH:18]=[CH2:19]. The catalyst is C1COCC1. The product is [F:1][C:2]1[C:3]([CH:14]=[CH2:15])=[C:4]([CH:12]([OH:13])[CH2:19][CH2:18][CH:17]=[CH2:16])[CH:5]=[C:6]2[C:10]=1[N:9]([CH3:11])[CH:8]=[CH:7]2. The yield is 0.930.